From a dataset of Full USPTO retrosynthesis dataset with 1.9M reactions from patents (1976-2016). Predict the reactants needed to synthesize the given product. (1) Given the product [C:19]([C:16]1([C:11]2[CH:12]=[CH:13][CH:14]=[CH:15][C:10]=2[CH2:9][CH2:8][C:6]2[C:5]([Cl:22])=[CH:4][N:3]=[C:2]([NH:23][C:24]3[CH:29]=[CH:28][C:27]([CH:30]([NH:32][C:33](=[O:39])[O:34][C:35]([CH3:38])([CH3:37])[CH3:36])[CH3:31])=[CH:26][CH:25]=3)[N:7]=2)[CH2:18][CH2:17]1)(=[O:20])[NH2:21], predict the reactants needed to synthesize it. The reactants are: Cl[C:2]1[N:7]=[C:6]([CH2:8][CH2:9][C:10]2[CH:15]=[CH:14][CH:13]=[CH:12][C:11]=2[C:16]2([C:19]([NH2:21])=[O:20])[CH2:18][CH2:17]2)[C:5]([Cl:22])=[CH:4][N:3]=1.[NH2:23][C:24]1[CH:29]=[CH:28][C:27]([CH:30]([NH:32][C:33](=[O:39])[O:34][C:35]([CH3:38])([CH3:37])[CH3:36])[CH3:31])=[CH:26][CH:25]=1.CC1(C)C2C(=C(P(C3C=CC=CC=3)C3C=CC=CC=3)C=CC=2)OC2C(P(C3C=CC=CC=3)C3C=CC=CC=3)=CC=CC1=2.C([O-])([O-])=O.[Cs+].[Cs+]. (2) Given the product [NH2:9][CH2:8][C:7]1[N:6]=[CH:5][C:4]([C:10]2[CH2:14][C:13]([C:19]3[CH:24]=[C:23]([Cl:25])[CH:22]=[C:21]([Cl:26])[CH:20]=3)([C:15]([F:18])([F:17])[F:16])[O:12][N:11]=2)=[CH:3][C:2]=1[Cl:1], predict the reactants needed to synthesize it. The reactants are: [Cl:1][C:2]1[CH:3]=[C:4]([C:10]2[CH2:14][C:13]([C:19]3[CH:24]=[C:23]([Cl:25])[CH:22]=[C:21]([Cl:26])[CH:20]=3)([C:15]([F:18])([F:17])[F:16])[O:12][N:11]=2)[CH:5]=[N:6][C:7]=1[C:8]#[N:9]. (3) Given the product [O:7]=[C:4]1[O:5][N:3]=[C:33]([C:28]2[CH:29]=[CH:30][CH:31]=[CH:32][C:27]=2[C:24]2[CH:23]=[CH:22][C:21]([CH2:20][C:19]3[C:14](=[O:13])[N:15]([C:41]4[CH:42]=[CH:43][CH:44]=[CH:45][CH:46]=4)[C:16]4[N:17]([N:38]=[CH:39][N:40]=4)[C:18]=3[CH2:35][CH2:36][CH3:37])=[CH:26][CH:25]=2)[NH:34]1, predict the reactants needed to synthesize it. The reactants are: [Cl-].O[NH3+:3].[C:4](=[O:7])([O-])[OH:5].[Na+].CS(C)=O.[O:13]=[C:14]1[C:19]([CH2:20][C:21]2[CH:26]=[CH:25][C:24]([C:27]3[C:28]([C:33]#[N:34])=[CH:29][CH:30]=[CH:31][CH:32]=3)=[CH:23][CH:22]=2)=[C:18]([CH2:35][CH2:36][CH3:37])[N:17]2[N:38]=[CH:39][N:40]=[C:16]2[N:15]1[C:41]1[CH:46]=[CH:45][CH:44]=[CH:43][CH:42]=1. (4) Given the product [CH2:26]([C:29]1([S:32]([N:8]2[C:9]3[C:5](=[C:4]([F:3])[C:15](=[O:16])[N:14]4[C:10]=3[CH2:11][CH2:12][CH2:13]4)[N:6]([C:18]3[CH:23]=[CH:22][C:21]([I:24])=[CH:20][C:19]=3[F:25])[C:7]2=[O:17])(=[O:34])=[O:33])[CH2:31][CH2:30]1)[CH:27]=[CH2:28], predict the reactants needed to synthesize it. The reactants are: [H-].[Na+].[F:3][C:4]1[C:15](=[O:16])[N:14]2[C:10]([CH2:11][CH2:12][CH2:13]2)=[C:9]2[C:5]=1[N:6]([C:18]1[CH:23]=[CH:22][C:21]([I:24])=[CH:20][C:19]=1[F:25])[C:7](=[O:17])[NH:8]2.[CH2:26]([C:29]1([S:32](Cl)(=[O:34])=[O:33])[CH2:31][CH2:30]1)[CH:27]=[CH2:28].CO.